This data is from Forward reaction prediction with 1.9M reactions from USPTO patents (1976-2016). The task is: Predict the product of the given reaction. The product is: [C:1]([O:5][C:6](=[O:22])[NH:7][C:8]1[CH:13]=[CH:12][C:11]([NH:14][C:15]2[CH:20]=[C:19]([C:27]3[CH:28]=[CH:29][C:24]([F:23])=[CH:25][CH:26]=3)[N:18]=[CH:17][N:16]=2)=[CH:10][CH:9]=1)([CH3:4])([CH3:3])[CH3:2]. Given the reactants [C:1]([O:5][C:6](=[O:22])[NH:7][C:8]1[CH:13]=[CH:12][C:11]([NH:14][C:15]2[CH:20]=[C:19](Cl)[N:18]=[CH:17][N:16]=2)=[CH:10][CH:9]=1)([CH3:4])([CH3:3])[CH3:2].[F:23][C:24]1[CH:29]=[CH:28][C:27](B(O)O)=[CH:26][CH:25]=1.C([O-])([O-])=O.[Na+].[Na+].[Na+].[Cl-], predict the reaction product.